From a dataset of Catalyst prediction with 721,799 reactions and 888 catalyst types from USPTO. Predict which catalyst facilitates the given reaction. (1) Reactant: Br[C:2]1[CH:7]=[CH:6][C:5]([Br:8])=[CH:4][N:3]=1.[Cl-].C([O-])(O)=O.[Na+].[CH2:15]1[CH2:19]OC[CH2:16]1. Product: [Br:8][C:5]1[CH:6]=[CH:7][C:2]([CH:16]2[CH2:15][CH2:19]2)=[N:3][CH:4]=1. The catalyst class is: 73. (2) Reactant: [CH3:1][CH:2]1[C:10]2[C:9]([N:11]3[CH2:16][CH2:15][N:14](C(OC(C)(C)C)=O)[CH2:13][CH2:12]3)=[N:8][CH:7]=[N:6][C:5]=2[CH2:4][O:3]1.[ClH:24]. Product: [ClH:24].[ClH:24].[CH3:1][CH:2]1[C:10]2[C:9]([N:11]3[CH2:16][CH2:15][NH:14][CH2:13][CH2:12]3)=[N:8][CH:7]=[N:6][C:5]=2[CH2:4][O:3]1. The catalyst class is: 135. (3) Reactant: [OH-].[NH4+:2].[CH3:3][N:4]([N:6]=[N:7][C:8]1[CH:12]=[C:11]([C:13]2[CH:18]=[CH:17][CH:16]=[CH:15][CH:14]=2)[S:10][C:9]=1[C:19]([O:21]C)=O)[CH3:5].O. Product: [CH3:3][N:4]([N:6]=[N:7][C:8]1[CH:12]=[C:11]([C:13]2[CH:18]=[CH:17][CH:16]=[CH:15][CH:14]=2)[S:10][C:9]=1[C:19]([NH2:2])=[O:21])[CH3:5]. The catalyst class is: 1.